This data is from Catalyst prediction with 721,799 reactions and 888 catalyst types from USPTO. The task is: Predict which catalyst facilitates the given reaction. (1) Reactant: [CH3:1][C:2]1[CH:10]=[CH:9][C:8]([N+:11]([O-:13])=[O:12])=[CH:7][C:3]=1[C:4](O)=[O:5]. Product: [CH3:1][C:2]1[CH:10]=[CH:9][C:8]([N+:11]([O-:13])=[O:12])=[CH:7][C:3]=1[CH2:4][OH:5]. The catalyst class is: 36. (2) Reactant: [CH:1]1([Mg]Br)[CH2:3][CH2:2]1.CON(C)[C:9]([C:11]1[C:16]([NH2:17])=[N:15][CH:14]=[C:13]([C:18]2[CH:23]=[C:22]([S:24]([N:27]3[CH2:32][CH2:31][O:30][CH2:29][CH2:28]3)(=[O:26])=[O:25])[CH:21]=[CH:20][C:19]=2[CH3:33])[N:12]=1)=[O:10].Cl. Product: [NH2:17][C:16]1[C:11]([C:9]([CH:1]2[CH2:3][CH2:2]2)=[O:10])=[N:12][C:13]([C:18]2[CH:23]=[C:22]([S:24]([N:27]3[CH2:32][CH2:31][O:30][CH2:29][CH2:28]3)(=[O:26])=[O:25])[CH:21]=[CH:20][C:19]=2[CH3:33])=[CH:14][N:15]=1. The catalyst class is: 1. (3) Reactant: [NH2:1][CH2:2][C:3]([O:5][CH2:6][CH3:7])=[O:4].[N+:8]([C:11]1[CH:18]=[CH:17][CH:16]=[CH:15][C:12]=1[CH2:13]Br)([O-:10])=[O:9].C(=O)([O-])O.[Na+]. Product: [N+:8]([C:11]1[CH:18]=[CH:17][CH:16]=[CH:15][C:12]=1[CH2:13][NH:1][CH2:2][C:3]([O:5][CH2:6][CH3:7])=[O:4])([O-:10])=[O:9]. The catalyst class is: 8. (4) Reactant: [NH2:1][C:2]1[N:3]([CH3:30])[C:4](=[O:29])[C:5]2([N:28]=1)[CH:18]1[CH:13]([CH2:14][CH:15]([O:19][Si](C(C)(C)C)(C)C)[CH2:16][CH2:17]1)[O:12][C:11]1[C:6]2=[CH:7][C:8]([Br:27])=[CH:9][CH:10]=1. Product: [NH2:1][C:2]1[N:3]([CH3:30])[C:4](=[O:29])[C:5]2([N:28]=1)[CH:18]1[CH:13]([CH2:14][CH:15]([OH:19])[CH2:16][CH2:17]1)[O:12][C:11]1[C:6]2=[CH:7][C:8]([Br:27])=[CH:9][CH:10]=1. The catalyst class is: 89. (5) Reactant: [Cl-].[Al+3].[Cl-].[Cl-].[O:5]1[C:10]2[CH:11]=[CH:12][CH:13]=[CH:14][C:9]=2[NH:8][C:7](=[O:15])[CH2:6]1.[C:16](Cl)(=[O:21])[CH2:17][CH2:18][CH2:19][CH3:20].O. Product: [C:16]([C:13]1[CH:12]=[CH:11][C:10]2[O:5][CH2:6][C:7](=[O:15])[NH:8][C:9]=2[CH:14]=1)(=[O:21])[CH2:17][CH2:18][CH2:19][CH3:20]. The catalyst class is: 26. (6) The catalyst class is: 79. Reactant: [CH2:1]([O:3][C:4]1[CH:5]=[C:6]([CH2:13][CH:14]([NH:17][C:18](=[O:24])[O:19][C:20]([CH3:23])([CH3:22])[CH3:21])[CH2:15][OH:16])[CH:7]=[CH:8][C:9]=1[O:10][CH2:11][CH3:12])[CH3:2].C(N(CC)C(C)C)(C)C.[C:34](OC(=O)C)(=[O:36])[CH3:35]. Product: [C:20]([O:19][C:18]([NH:17][CH:14]([CH2:13][C:6]1[CH:7]=[CH:8][C:9]([O:10][CH2:11][CH3:12])=[C:4]([O:3][CH2:1][CH3:2])[CH:5]=1)[CH2:15][O:16][C:34](=[O:36])[CH3:35])=[O:24])([CH3:22])([CH3:21])[CH3:23]. (7) Reactant: [Cl:1][C:2]1[CH:7]=[CH:6][CH:5]=[C:4]([Cl:8])[C:3]=1[C:9]1[C:22](=[O:23])[N:21]([CH3:24])[C:12]2[N:13]=[C:14](S(C)(=O)=O)[N:15]=[CH:16][C:11]=2[CH:10]=1.C([NH:32][CH2:33][CH:34]1[O:38][C:37]2[CH:39]=[CH:40][C:41]([NH2:43])=[CH:42][C:36]=2[O:35]1)(OC(C)(C)C)=O. Product: [NH2:32][CH2:33][CH:34]1[O:38][C:37]2[CH:39]=[CH:40][C:41]([NH:43][C:14]3[N:15]=[CH:16][C:11]4[CH:10]=[C:9]([C:3]5[C:2]([Cl:1])=[CH:7][CH:6]=[CH:5][C:4]=5[Cl:8])[C:22](=[O:23])[N:21]([CH3:24])[C:12]=4[N:13]=3)=[CH:42][C:36]=2[O:35]1. The catalyst class is: 15.